Dataset: Reaction yield outcomes from USPTO patents with 853,638 reactions. Task: Predict the reaction yield, written as a fraction of the theoretical maximum amount of product (1.0 means a 100% yield; for example, 0.34 means a 34% yield). (1) The reactants are [CH3:1][C:2]1[CH:7]=[C:6]([CH3:8])[CH:5]=[C:4]([CH3:9])[C:3]=1[S:10]([OH:13])(=[O:12])=[O:11].[C:14]([O:18][C:19](=[O:39])[NH:20][CH2:21][CH2:22][N:23]1[CH2:30][CH:29]2[O:31][CH:25]([CH2:26][N:27](CC3C=CC=CC=3)[CH2:28]2)[CH2:24]1)([CH3:17])([CH3:16])[CH3:15].CC(C)CC(O)C.[H][H]. The product is [CH3:9][C:4]1[CH:5]=[C:6]([CH3:8])[CH:7]=[C:2]([CH3:1])[C:3]=1[S:10]([OH:13])(=[O:12])=[O:11].[C:14]([O:18][C:19](=[O:39])[NH:20][CH2:21][CH2:22][N:23]1[CH2:24][CH:25]2[O:31][CH:29]([CH2:28][NH:27][CH2:26]2)[CH2:30]1)([CH3:17])([CH3:15])[CH3:16]. The catalyst is [Pd].CO. The yield is 0.910. (2) The reactants are [CH2:1]([C:3]1[O:7][C:6]([C:8]([O:10]C)=[O:9])=[CH:5][C:4]=1[C:12]1[N:16]([CH3:17])[N:15]=[CH:14][CH:13]=1)[CH3:2].[Cl:18]N1C(=O)CCC1=O.[OH-].[Na+]. The catalyst is O1CCCC1. The product is [Cl:18][C:13]1[CH:14]=[N:15][N:16]([CH3:17])[C:12]=1[C:4]1[CH:5]=[C:6]([C:8]([OH:10])=[O:9])[O:7][C:3]=1[CH2:1][CH3:2]. The yield is 0.628. (3) The reactants are [F:1][C:2]1[CH:3]=[C:4]([C:9]2[S:10][C:11]3[CH2:12][C:13]4[C:19]([C:20]5[CH:25]=[CH:24][C:23]([O:26][CH3:27])=[CH:22][CH:21]=5)=[N:18][N:17](COCC[Si](C)(C)C)[C:14]=4[C:15]=3[CH:16]=2)[CH:5]=[CH:6][C:7]=1[F:8].Cl. The catalyst is CO. The product is [F:1][C:2]1[CH:3]=[C:4]([C:9]2[S:10][C:11]3[CH2:12][C:13]4[C:19]([C:20]5[CH:25]=[CH:24][C:23]([O:26][CH3:27])=[CH:22][CH:21]=5)=[N:18][NH:17][C:14]=4[C:15]=3[CH:16]=2)[CH:5]=[CH:6][C:7]=1[F:8]. The yield is 0.950.